From a dataset of Forward reaction prediction with 1.9M reactions from USPTO patents (1976-2016). Predict the product of the given reaction. (1) Given the reactants [NH2:1][C:2]1[CH:3]=[C:4]([C:8]2[C:9]3[C:16]([C:17]([O:19][CH2:20][CH3:21])=[O:18])=[CH:15][NH:14][C:10]=3[N:11]=[CH:12][N:13]=2)[CH:5]=[CH:6][CH:7]=1.[C:22]([O:26][C:27]([NH:29][CH2:30][C:31](=[CH2:35])[C:32](O)=[O:33])=[O:28])([CH3:25])([CH3:24])[CH3:23].CN(C(ON1N=NC2C=CC=NC1=2)=[N+](C)C)C.F[P-](F)(F)(F)(F)F.CCN(C(C)C)C(C)C, predict the reaction product. The product is: [C:22]([O:26][C:27]([NH:29][CH2:30][C:31](=[CH2:35])[C:32]([NH:1][C:2]1[CH:3]=[C:4]([C:8]2[C:9]3[C:16]([C:17]([O:19][CH2:20][CH3:21])=[O:18])=[CH:15][NH:14][C:10]=3[N:11]=[CH:12][N:13]=2)[CH:5]=[CH:6][CH:7]=1)=[O:33])=[O:28])([CH3:25])([CH3:24])[CH3:23]. (2) Given the reactants [OH-:1].[Na+].[N:3]1[CH:8]=[CH:7][N:6]=[CH:5][C:4]=1[C:9]1([C:12]#N)[CH2:11][CH2:10]1.C[OH:15], predict the reaction product. The product is: [N:3]1[CH:8]=[CH:7][N:6]=[CH:5][C:4]=1[C:9]1([C:12]([OH:15])=[O:1])[CH2:11][CH2:10]1. (3) Given the reactants [CH2:1]([O:8][C:9]([N:11]1[CH2:16][CH2:15][CH:14]([N:17]2[C:25]3[C:20](=[CH:21][C:22]([C:26]([O:28]C)=[O:27])=[CH:23][CH:24]=3)[CH2:19][C:18]2=[O:30])[CH2:13][CH2:12]1)=[O:10])[C:2]1[CH:7]=[CH:6][CH:5]=[CH:4][CH:3]=1.C(#N)C.[OH-].[Na+].C(O)(=O)C, predict the reaction product. The product is: [CH2:1]([O:8][C:9]([N:11]1[CH2:16][CH2:15][CH:14]([N:17]2[C:25]3[C:20](=[CH:21][C:22]([C:26]([OH:28])=[O:27])=[CH:23][CH:24]=3)[CH2:19][C:18]2=[O:30])[CH2:13][CH2:12]1)=[O:10])[C:2]1[CH:7]=[CH:6][CH:5]=[CH:4][CH:3]=1. (4) Given the reactants [OH:1][C:2]1[CH:7]=[C:6]([CH3:8])[N:5]([CH3:9])[C:4](=[O:10])[C:3]=1[C:11](=[O:27])[CH:12]=[CH:13][C:14]1[S:18][C:17]([CH2:19][S:20]([CH2:22][C:23]([O:25]C)=[O:24])=[O:21])=[CH:16][CH:15]=1.[OH-].[Na+], predict the reaction product. The product is: [OH:1][C:2]1[CH:7]=[C:6]([CH3:8])[N:5]([CH3:9])[C:4](=[O:10])[C:3]=1[C:11](=[O:27])[CH:12]=[CH:13][C:14]1[S:18][C:17]([CH2:19][S:20]([CH2:22][C:23]([OH:25])=[O:24])=[O:21])=[CH:16][CH:15]=1. (5) Given the reactants C1(P(C2C=CC=CC=2)C2C=CC=CC=2)C=CC=CC=1.[CH2:20]([C:22]1[CH:23]=[CH:24][C:25]([O:36][CH:37]([CH3:41])[CH2:38][CH2:39][OH:40])=[C:26]([C:28]([C:30]2[CH:35]=[CH:34][CH:33]=[CH:32][CH:31]=2)=[O:29])[CH:27]=1)[CH3:21].[CH2:42]([O:44][C:45](=[O:57])[C:46]([O:49][C:50]1[CH:55]=[CH:54][CH:53]=[C:52](O)[CH:51]=1)([CH3:48])[CH3:47])[CH3:43].CCOC(/N=N/C(OCC)=O)=O, predict the reaction product. The product is: [CH2:42]([O:44][C:45](=[O:57])[C:46]([O:49][C:50]1[CH:55]=[CH:54][CH:53]=[C:52]([O:40][CH2:39][CH2:38][CH:37]([O:36][C:25]2[CH:24]=[CH:23][C:22]([CH2:20][CH3:21])=[CH:27][C:26]=2[C:28](=[O:29])[C:30]2[CH:31]=[CH:32][CH:33]=[CH:34][CH:35]=2)[CH3:41])[CH:51]=1)([CH3:48])[CH3:47])[CH3:43]. (6) Given the reactants [C:1]([C:5]1[CH:9]=[C:8]([C:10]([OH:12])=O)[O:7][N:6]=1)([CH3:4])([CH3:3])[CH3:2].[Cl:13]CCl, predict the reaction product. The product is: [C:1]([C:5]1[CH:9]=[C:8]([C:10]([Cl:13])=[O:12])[O:7][N:6]=1)([CH3:4])([CH3:3])[CH3:2]. (7) Given the reactants [F:1][C:2]1[CH:7]=[CH:6][C:5]([O:8][CH2:9][CH2:10][O:11][CH3:12])=[CH:4][C:3]=1[F:13].C(NC(C)C)(C)C.[Li].CN(C)[CH:24]=[O:25].C(O)(=O)C, predict the reaction product. The product is: [F:13][C:3]1[C:2]([F:1])=[CH:7][CH:6]=[C:5]([O:8][CH2:9][CH2:10][O:11][CH3:12])[C:4]=1[CH:24]=[O:25]. (8) Given the reactants [Cl:1][C:2]1[CH:7]=[CH:6][C:5]([CH2:8][C@@H:9]([NH:29][C:30]([CH:32]2[CH2:35][N:34](C(OC(C)(C)C)=O)[CH2:33]2)=[O:31])[C:10]([N:12]2[CH2:17][CH2:16][CH:15]([C:18]3[CH:23]=[CH:22][CH:21]=[CH:20][C:19]=3[NH:24][S:25]([CH3:28])(=[O:27])=[O:26])[CH2:14][CH2:13]2)=[O:11])=[CH:4][CH:3]=1.C(O)(C(F)(F)F)=O, predict the reaction product. The product is: [Cl:1][C:2]1[CH:7]=[CH:6][C:5]([CH2:8][C@@H:9]([NH:29][C:30]([CH:32]2[CH2:35][NH:34][CH2:33]2)=[O:31])[C:10]([N:12]2[CH2:17][CH2:16][CH:15]([C:18]3[CH:23]=[CH:22][CH:21]=[CH:20][C:19]=3[NH:24][S:25]([CH3:28])(=[O:27])=[O:26])[CH2:14][CH2:13]2)=[O:11])=[CH:4][CH:3]=1.